From a dataset of Peptide-MHC class II binding affinity with 134,281 pairs from IEDB. Regression. Given a peptide amino acid sequence and an MHC pseudo amino acid sequence, predict their binding affinity value. This is MHC class II binding data. The peptide sequence is PEVKYAVFEAALTKA. The MHC is DRB1_0901 with pseudo-sequence DRB1_0901. The binding affinity (normalized) is 0.549.